This data is from NCI-60 drug combinations with 297,098 pairs across 59 cell lines. The task is: Regression. Given two drug SMILES strings and cell line genomic features, predict the synergy score measuring deviation from expected non-interaction effect. (1) Drug 1: C1CCN(CC1)CCOC2=CC=C(C=C2)C(=O)C3=C(SC4=C3C=CC(=C4)O)C5=CC=C(C=C5)O. Drug 2: C1CCC(CC1)NC(=O)N(CCCl)N=O. Cell line: OVCAR3. Synergy scores: CSS=24.7, Synergy_ZIP=-3.49, Synergy_Bliss=2.15, Synergy_Loewe=-1.40, Synergy_HSA=-0.220. (2) Cell line: SK-MEL-28. Drug 2: C1CNP(=O)(OC1)N(CCCl)CCCl. Synergy scores: CSS=17.6, Synergy_ZIP=-4.91, Synergy_Bliss=2.04, Synergy_Loewe=-15.1, Synergy_HSA=0.208. Drug 1: CC1C(C(CC(O1)OC2CC(CC3=C2C(=C4C(=C3O)C(=O)C5=C(C4=O)C(=CC=C5)OC)O)(C(=O)C)O)N)O.Cl. (3) Drug 1: C1=CC(=C2C(=C1NCCNCCO)C(=O)C3=C(C=CC(=C3C2=O)O)O)NCCNCCO. Drug 2: C1C(C(OC1N2C=NC3=C2NC=NCC3O)CO)O. Cell line: SK-OV-3. Synergy scores: CSS=40.4, Synergy_ZIP=-4.44, Synergy_Bliss=-7.38, Synergy_Loewe=-7.99, Synergy_HSA=-5.33. (4) Drug 2: CC12CCC3C(C1CCC2O)C(CC4=C3C=CC(=C4)O)CCCCCCCCCS(=O)CCCC(C(F)(F)F)(F)F. Drug 1: C1C(C(OC1N2C=C(C(=O)NC2=O)F)CO)O. Synergy scores: CSS=22.3, Synergy_ZIP=-7.13, Synergy_Bliss=-3.93, Synergy_Loewe=-54.7, Synergy_HSA=-4.66. Cell line: UACC62. (5) Drug 1: CC(C)NC(=O)C1=CC=C(C=C1)CNNC.Cl. Drug 2: CC1C(C(CC(O1)OC2CC(CC3=C2C(=C4C(=C3O)C(=O)C5=C(C4=O)C(=CC=C5)OC)O)(C(=O)CO)O)N)O.Cl. Cell line: SNB-75. Synergy scores: CSS=50.9, Synergy_ZIP=-3.33, Synergy_Bliss=-2.94, Synergy_Loewe=-0.672, Synergy_HSA=1.16.